From a dataset of Forward reaction prediction with 1.9M reactions from USPTO patents (1976-2016). Predict the product of the given reaction. (1) Given the reactants C(OC([N:8]1[CH2:13][CH2:12][CH2:11][CH2:10][C@H:9]1[C:14]([OH:16])=O)=O)(C)(C)C.C[N:18]1CCOCC1.ClC(OCC(C)C)=O.[OH-].[NH4+], predict the reaction product. The product is: [NH:8]1[CH2:13][CH2:12][CH2:11][CH2:10][C@H:9]1[C:14]([NH2:18])=[O:16]. (2) Given the reactants [C:1]([C:3]1[CH:19]=[CH:18][C:6]([CH2:7][N:8]([CH3:17])[CH2:9][C:10]([O:12][C:13]([CH3:16])([CH3:15])[CH3:14])=[O:11])=[C:5]([CH:20]=[CH2:21])[CH:4]=1)#[N:2], predict the reaction product. The product is: [C:1]([C:3]1[CH:19]=[CH:18][C:6]([CH2:7][N:8]([CH3:17])[CH2:9][C:10]([O:12][C:13]([CH3:14])([CH3:15])[CH3:16])=[O:11])=[C:5]([CH2:20][CH3:21])[CH:4]=1)#[N:2].